Dataset: Full USPTO retrosynthesis dataset with 1.9M reactions from patents (1976-2016). Task: Predict the reactants needed to synthesize the given product. (1) Given the product [CH:18]1([C:16]([NH:15][C:13]2[N:14]=[C:9]3[CH:8]=[CH:7][C:6]([O:5][C:4]4[CH:21]=[CH:22][C:23]([CH3:24])=[C:2]([NH:1][C:30](=[O:31])[C:29]5[CH:33]=[CH:34][CH:35]=[C:27]([C:26]([F:25])([F:36])[F:37])[CH:28]=5)[CH:3]=4)=[N:11][N:10]3[CH:12]=2)=[O:17])[CH2:20][CH2:19]1, predict the reactants needed to synthesize it. The reactants are: [NH2:1][C:2]1[CH:3]=[C:4]([CH:21]=[CH:22][C:23]=1[CH3:24])[O:5][C:6]1[CH:7]=[CH:8][C:9]2[N:10]([CH:12]=[C:13]([NH:15][C:16]([CH:18]3[CH2:20][CH2:19]3)=[O:17])[N:14]=2)[N:11]=1.[F:25][C:26]([F:37])([F:36])[C:27]1[CH:28]=[C:29]([CH:33]=[CH:34][CH:35]=1)[C:30](O)=[O:31].Cl.CN(C)CCCN=C=NCC.ON1C2C=CC=CC=2N=N1. (2) Given the product [CH:1]1([C:6]([NH:8][CH:9]([CH2:13][CH3:14])[C:10](=[O:12])[C:23]([O:25][CH2:26][CH3:27])=[O:24])=[O:7])[CH2:2][CH2:3][CH2:4][CH2:5]1, predict the reactants needed to synthesize it. The reactants are: [CH:1]1([C:6]([NH:8][CH:9]([CH2:13][CH3:14])[C:10]([OH:12])=O)=[O:7])[CH2:5][CH2:4][CH2:3][CH2:2]1.N1C=CC=CC=1.ClC(=O)[C:23]([O:25][CH2:26][CH3:27])=[O:24].